This data is from Catalyst prediction with 721,799 reactions and 888 catalyst types from USPTO. The task is: Predict which catalyst facilitates the given reaction. (1) Reactant: [Cl:1][C:2]1[CH:10]=[C:9]([Cl:11])[CH:8]=[C:7]2[C:3]=1[CH2:4][C@@H:5]([OH:29])[C@@H:6]2[N:12]1[C:20]2[CH2:19][CH2:18][NH:17][CH2:16][C:15]=2[C:14]([C:21]2[CH:22]=[C:23]([CH:26]=[CH:27][CH:28]=2)[C:24]#[N:25])=[N:13]1.C(N(CC)CC)C.[CH2:37]([N:39]=[C:40]=[O:41])[CH3:38]. Product: [CH2:37]([NH:39][C:40]([N:17]1[CH2:18][CH2:19][C:20]2[N:12]([C@@H:6]3[C:7]4[C:3](=[C:2]([Cl:1])[CH:10]=[C:9]([Cl:11])[CH:8]=4)[CH2:4][C@H:5]3[OH:29])[N:13]=[C:14]([C:21]3[CH:28]=[CH:27][CH:26]=[C:23]([C:24]#[N:25])[CH:22]=3)[C:15]=2[CH2:16]1)=[O:41])[CH3:38]. The catalyst class is: 2. (2) Reactant: Br[C:2]1[CH:3]=[C:4]([CH:8]2[O:12]CCO2)[S:5][C:6]=1[CH3:7].C([Li])CCC.[C:18](=[O:20])=[O:19].C(=O)([O-])O.[Na+]. Product: [CH:8]([C:4]1[S:5][C:6]([CH3:7])=[C:2]([C:18]([OH:20])=[O:19])[CH:3]=1)=[O:12]. The catalyst class is: 7. (3) Reactant: [C:1]1([C@H:11]([NH:13][CH:14]2[CH2:17][CH:16]([C:18]([OH:20])=O)[CH2:15]2)[CH3:12])[C:10]2[C:5](=[CH:6][CH:7]=[CH:8][CH:9]=2)[CH:4]=[CH:3][CH:2]=1.[CH2:21]([NH2:24])[CH2:22][CH3:23]. Product: [CH2:21]([NH:24][C:18]([CH:16]1[CH2:17][CH:14]([NH:13][C@@H:11]([C:1]2[C:10]3[C:5](=[CH:6][CH:7]=[CH:8][CH:9]=3)[CH:4]=[CH:3][CH:2]=2)[CH3:12])[CH2:15]1)=[O:20])[CH2:22][CH3:23]. The catalyst class is: 61. (4) Reactant: [OH:1][CH:2]1[CH2:7][CH2:6][N:5]([C:8]([O:10][C:11]([CH3:14])([CH3:13])[CH3:12])=[O:9])[CH2:4][CH2:3]1.[H-].[Na+].[Cl:17][C:18]1[CH:23]=[C:22]([CH2:24][N:25]([CH3:27])[CH3:26])[CH:21]=[C:20](Cl)[N:19]=1. Product: [Cl:17][C:18]1[N:19]=[C:20]([O:1][CH:2]2[CH2:3][CH2:4][N:5]([C:8]([O:10][C:11]([CH3:14])([CH3:13])[CH3:12])=[O:9])[CH2:6][CH2:7]2)[CH:21]=[C:22]([CH2:24][N:25]([CH3:27])[CH3:26])[CH:23]=1. The catalyst class is: 121. (5) Reactant: Cl.[NH2:2][OH:3].[OH-].[K+].C[O:7][C:8]([CH:10]([NH:12][C:13](=[O:19])[O:14][C:15]([CH3:18])([CH3:17])[CH3:16])[CH3:11])=O.O. Product: [OH:3][NH:2][C:8]([CH:10]([NH:12][C:13](=[O:19])[O:14][C:15]([CH3:18])([CH3:17])[CH3:16])[CH3:11])=[O:7]. The catalyst class is: 130. (6) Reactant: [Br:1][C:2]1[CH:3]=[N:4][N:5]([CH2:7]O)[CH:6]=1.S(Cl)([Cl:11])=O. Product: [ClH:11].[Br:1][C:2]1[CH:3]=[N:4][N:5]([CH2:7][Cl:11])[CH:6]=1. The catalyst class is: 4. (7) Reactant: [F:1][CH:2]([F:28])[C:3]1[CH:7]=[C:6]([CH:8]([F:10])[F:9])[N:5]([CH2:11][C:12]([N:14]2[CH2:19][CH2:18][CH:17]([C:20]3[S:21][CH:22]=[C:23]([CH:25]=[N:26][OH:27])[N:24]=3)[CH2:16][CH2:15]2)=[O:13])[N:4]=1.[C:29]([O:33][C:34](=[O:44])[NH:35][C:36]1[CH:41]=[CH:40][C:39]([CH:42]=[CH2:43])=[CH:38][CH:37]=1)([CH3:32])([CH3:31])[CH3:30].C(=O)([O-])O.[K+].ClN1C(=O)CCC1=O. Product: [F:28][CH:2]([F:1])[C:3]1[CH:7]=[C:6]([CH:8]([F:9])[F:10])[N:5]([CH2:11][C:12]([N:14]2[CH2:15][CH2:16][CH:17]([C:20]3[S:21][CH:22]=[C:23]([C:25]4[CH2:43][CH:42]([C:39]5[CH:38]=[CH:37][C:36]([NH:35][C:34](=[O:44])[O:33][C:29]([CH3:32])([CH3:31])[CH3:30])=[CH:41][CH:40]=5)[O:27][N:26]=4)[N:24]=3)[CH2:18][CH2:19]2)=[O:13])[N:4]=1. The catalyst class is: 84. (8) Reactant: Cl.Cl.[C:3]([O:7][C:8]([N:10]([C@@H:24]1[CH2:28][CH2:27][NH:26][CH2:25]1)[C:11]1[N:16]=[CH:15][C:14](/[CH:17]=[CH:18]/[C:19]([O:21][CH2:22][CH3:23])=[O:20])=[CH:13][CH:12]=1)=[O:9])([CH3:6])([CH3:5])[CH3:4].Cl[CH2:30][C:31]1[CH:36]=[CH:35][C:34]([CH3:37])=[C:33]([CH3:38])[CH:32]=1.C([O-])([O-])=O.[K+].[K+]. Product: [C:3]([O:7][C:8]([N:10]([C@@H:24]1[CH2:28][CH2:27][N:26]([CH2:30][C:31]2[CH:36]=[CH:35][C:34]([CH3:37])=[C:33]([CH3:38])[CH:32]=2)[CH2:25]1)[C:11]1[N:16]=[CH:15][C:14](/[CH:17]=[CH:18]/[C:19]([O:21][CH2:22][CH3:23])=[O:20])=[CH:13][CH:12]=1)=[O:9])([CH3:4])([CH3:5])[CH3:6]. The catalyst class is: 3. (9) Reactant: [OH:1][C:2]1[NH:3][C:4]2[C:9]([C:10]=1[C:11]1[CH:16]=[CH:15][C:14]([CH2:17][N:18]3[CH2:23][CH2:22][O:21][CH2:20][CH2:19]3)=[CH:13][N:12]=1)=[CH:8][C:7]([C:24]#[N:25])=[CH:6][CH:5]=2.[C:26]([OH:33])(=[O:32])/[CH:27]=[CH:28]/[C:29]([OH:31])=[O:30]. Product: [C:26]([OH:33])(=[O:32])/[CH:27]=[CH:28]/[C:29]([OH:31])=[O:30].[OH:1][C:2]1[NH:3][C:4]2[C:9]([C:10]=1[C:11]1[CH:16]=[CH:15][C:14]([CH2:17][N:18]3[CH2:19][CH2:20][O:21][CH2:22][CH2:23]3)=[CH:13][N:12]=1)=[CH:8][C:7]([C:24]#[N:25])=[CH:6][CH:5]=2. The catalyst class is: 8. (10) Reactant: [NH2:1][C:2]12[CH2:13][C:6]3([CH3:14])[CH2:7][C:8]([CH2:11][OH:12])([CH2:10][C:4]([CH3:15])([CH2:5]3)[CH2:3]1)[CH2:9]2.[CH2:16]([O:23][C:24](ON1C(=O)CCC1=O)=[O:25])[C:17]1[CH:22]=[CH:21][CH:20]=[CH:19][CH:18]=1. Product: [CH2:16]([O:23][C:24]([NH:1][C:2]12[CH2:13][C:6]3([CH3:14])[CH2:7][C:8]([CH2:11][OH:12])([CH2:10][C:4]([CH3:15])([CH2:5]3)[CH2:3]1)[CH2:9]2)=[O:25])[C:17]1[CH:22]=[CH:21][CH:20]=[CH:19][CH:18]=1. The catalyst class is: 1.